From a dataset of Forward reaction prediction with 1.9M reactions from USPTO patents (1976-2016). Predict the product of the given reaction. Given the reactants [CH3:1][N:2]([CH3:13])[C:3]1[CH:11]=[C:10]2[C:6]([CH2:7][CH2:8][CH:9]2[NH2:12])=[CH:5][CH:4]=1.[Cl:14][C:15]1[NH:20][C:19](=[O:21])[NH:18][C:17](=[O:22])[CH:16]=1, predict the reaction product. The product is: [ClH:14].[CH3:1][N:2]([CH3:13])[C:3]1[CH:11]=[C:10]2[C:6]([CH2:7][CH2:8][CH:9]2[NH:12][C:15]2[NH:20][C:19](=[O:21])[NH:18][C:17](=[O:22])[CH:16]=2)=[CH:5][CH:4]=1.